This data is from Forward reaction prediction with 1.9M reactions from USPTO patents (1976-2016). The task is: Predict the product of the given reaction. (1) Given the reactants Cl[C:2]1[N:7]2[N:8]=[CH:9][C:10]([C:11]([O:13][CH2:14][CH3:15])=[O:12])=[C:6]2[N:5]=[CH:4][C:3]=1[C:16]([N:18]1[CH2:23][CH2:22][CH:21]([C:24]2[CH:29]=[CH:28][C:27]([F:30])=[CH:26][CH:25]=2)[CH2:20][CH2:19]1)=[O:17].[CH3:31][C:32]1[CH:33]=[C:34]([CH:36]=[CH:37][CH:38]=1)[NH2:35], predict the reaction product. The product is: [CH2:14]([O:13][C:11]([C:10]1[CH:9]=[N:8][N:7]2[C:2]([NH:35][C:34]3[CH:36]=[CH:37][CH:38]=[C:32]([CH3:31])[CH:33]=3)=[C:3]([C:16]([N:18]3[CH2:23][CH2:22][CH:21]([C:24]4[CH:29]=[CH:28][C:27]([F:30])=[CH:26][CH:25]=4)[CH2:20][CH2:19]3)=[O:17])[CH:4]=[N:5][C:6]=12)=[O:12])[CH3:15]. (2) Given the reactants CC(C)([O-])C.[K+].COP([CH2:13][C:14](=[O:20])[CH2:15][C:16]([CH3:19])([CH3:18])[CH3:17])(=O)OC.[C:21]1(=O)[CH2:28][CH2:27][CH2:26][CH2:25][CH2:24][CH2:23][C:22]1=[O:29], predict the reaction product. The product is: [CH3:19][C:16]([CH3:17])([CH3:18])[CH2:15][C:14](=[O:20])[CH2:13][C:21]1[C:22](=[O:29])[CH2:23][CH2:24][CH2:25][CH2:26][CH2:27][CH:28]=1. (3) Given the reactants [CH3:1][C:2]1[C:10]([O:11][C@H:12]2[CH2:17][CH2:16][CH2:15][C@@H:14]([N:18]3[CH2:23][CH2:22][O:21][CH2:20][CH2:19]3)[CH2:13]2)=[CH:9][CH:8]=[C:7]2[C:3]=1[CH:4]=[N:5][N:6]2C1CCCCO1.Cl.O1CCOCC1, predict the reaction product. The product is: [CH3:1][C:2]1[C:10]([O:11][C@H:12]2[CH2:17][CH2:16][CH2:15][C@@H:14]([N:18]3[CH2:23][CH2:22][O:21][CH2:20][CH2:19]3)[CH2:13]2)=[CH:9][CH:8]=[C:7]2[C:3]=1[CH:4]=[N:5][NH:6]2. (4) Given the reactants [C:1]([O:5][C:6]([N:8]1[CH2:12][C@@H:11](OS(C)(=O)=O)[C@H:10]([CH2:18][N:19]([CH:36]([CH3:38])[CH3:37])[C:20](=[O:35])[C:21]2[CH:26]=[CH:25][C:24]([O:27][CH3:28])=[C:23]([O:29][CH2:30][CH2:31][CH2:32][O:33][CH3:34])[CH:22]=2)[CH2:9]1)=[O:7])([CH3:4])([CH3:3])[CH3:2].[CH2:39]([NH2:46])[C:40]1[CH:45]=[CH:44][CH:43]=[CH:42][CH:41]=1.C([O-])([O-])=O.[K+].[K+].O, predict the reaction product. The product is: [C:1]([O:5][C:6]([N:8]1[CH2:9][C@@H:10]([CH2:18][N:19]([CH:36]([CH3:37])[CH3:38])[C:20](=[O:35])[C:21]2[CH:26]=[CH:25][C:24]([O:27][CH3:28])=[C:23]([O:29][CH2:30][CH2:31][CH2:32][O:33][CH3:34])[CH:22]=2)[C@@H:11]([NH:46][CH2:39][C:40]2[CH:45]=[CH:44][CH:43]=[CH:42][CH:41]=2)[CH2:12]1)=[O:7])([CH3:2])([CH3:3])[CH3:4]. (5) Given the reactants C(N(CC)CC)C.[Cl:8][C:9]1[CH:10]=[C:11]([C:16]2([C:30]([F:33])([F:32])[F:31])[O:20][N:19]=[C:18]([C:21]3[CH:29]=[CH:28][C:24]([C:25](Cl)=[O:26])=[CH:23][CH:22]=3)[CH2:17]2)[CH:12]=[C:13]([Cl:15])[CH:14]=1.[F:34][C:35]([F:39])([F:38])[CH2:36][NH2:37], predict the reaction product. The product is: [Cl:8][C:9]1[CH:10]=[C:11]([C:16]2([C:30]([F:33])([F:32])[F:31])[O:20][N:19]=[C:18]([C:21]3[CH:29]=[CH:28][C:24]([C:25]([NH:37][CH2:36][C:35]([F:39])([F:38])[F:34])=[O:26])=[CH:23][CH:22]=3)[CH2:17]2)[CH:12]=[C:13]([Cl:15])[CH:14]=1. (6) Given the reactants C(N(CC)C(C)C)(C)C.[CH2:10]([N:12]1[C:24]2[CH2:23][CH2:22][CH:21]([CH:25]3[CH2:30][CH2:29][O:28][CH2:27][CH2:26]3)[CH2:20][C:19]=2[C:18]2[C:13]1=[CH:14][CH:15]=[C:16]([C:31]([N:33]([CH2:35][CH2:36][CH2:37][C:38]([OH:40])=O)[CH3:34])=[O:32])[CH:17]=2)[CH3:11].[CH2:41]([CH2:43][NH2:44])[OH:42].CN(C(ON1N=NC2C=CC=NC1=2)=[N+](C)C)C.F[P-](F)(F)(F)(F)F, predict the reaction product. The product is: [CH2:10]([N:12]1[C:24]2[CH2:23][CH2:22][CH:21]([CH:25]3[CH2:30][CH2:29][O:28][CH2:27][CH2:26]3)[CH2:20][C:19]=2[C:18]2[C:13]1=[CH:14][CH:15]=[C:16]([C:31]([N:33]([CH2:35][CH2:36][CH2:37][C:38]([NH:44][CH2:43][CH2:41][OH:42])=[O:40])[CH3:34])=[O:32])[CH:17]=2)[CH3:11]. (7) Given the reactants C(OC([N:8]1[CH2:13][CH2:12][O:11][C@H:10]([CH2:14]C2C=CC=C(Br)C=2)[CH2:9]1)=O)(C)(C)C.Br[C:23]1[CH:28]=[CH:27][C:26]([O:29][CH3:30])=[C:25]([F:31])[CH:24]=1.C([C@@H]1OC1)Cl, predict the reaction product. The product is: [F:31][C:25]1[CH:24]=[C:23]([CH:28]=[CH:27][C:26]=1[O:29][CH3:30])[CH2:14][C@H:10]1[O:11][CH2:12][CH2:13][NH:8][CH2:9]1. (8) Given the reactants [CH2:1]([O:8][CH2:9][C@H:10]([OH:13])[CH2:11][OH:12])[C:2]1[CH:7]=[CH:6][CH:5]=[CH:4][CH:3]=1.[C:14]1([C:20]([C:28]2[CH:33]=[CH:32][CH:31]=[CH:30][CH:29]=2)([C:22]2[CH:27]=[CH:26][CH:25]=[CH:24][CH:23]=2)Cl)[CH:19]=[CH:18][CH:17]=[CH:16][CH:15]=1.C1COCC1.C(#N)C, predict the reaction product. The product is: [C:20]([O:12][CH2:11][C@H:10]([CH2:9][O:8][CH2:1][C:2]1[CH:7]=[CH:6][CH:5]=[CH:4][CH:3]=1)[OH:13])([C:28]1[CH:33]=[CH:32][CH:31]=[CH:30][CH:29]=1)([C:22]1[CH:27]=[CH:26][CH:25]=[CH:24][CH:23]=1)[C:14]1[CH:19]=[CH:18][CH:17]=[CH:16][CH:15]=1. (9) Given the reactants Br[C:2]1[CH:3]=[C:4]([C:8]2[CH:9]=[C:10]3[C:15](=[C:16]([NH2:18])[N:17]=2)[CH:14]=[N:13][C:12]2[CH:19]=[C:20]([O:25][CH3:26])[C:21]([O:23][CH3:24])=[CH:22][C:11]3=2)[CH:5]=[N:6][CH:7]=1.[CH3:27][C@@H:28]([N:36]([CH2:38][C:39]#[CH:40])[CH3:37])[CH2:29][C:30]1[CH:35]=[CH:34][CH:33]=[CH:32][CH:31]=1.Cl.C1(P(C2C=CC=CC=2)C2C=CC=CC=2)C=CC=CC=1, predict the reaction product. The product is: [CH3:26][O:25][C:20]1[C:21]([O:23][CH3:24])=[CH:22][C:11]2[C:10]3[C:15](=[C:16]([NH2:18])[N:17]=[C:8]([C:4]4[CH:5]=[N:6][CH:7]=[C:2]([C:40]#[C:39][CH2:38][N:36]([CH3:37])[C@H:28]([CH3:27])[CH2:29][C:30]5[CH:31]=[CH:32][CH:33]=[CH:34][CH:35]=5)[CH:3]=4)[CH:9]=3)[CH:14]=[N:13][C:12]=2[CH:19]=1. (10) Given the reactants [Br:1][C:2]1[CH:3]=[N:4][C:5]([N:8]([CH3:16])[C@H:9]2[CH2:14][CH2:13][C@H:12]([OH:15])[CH2:11][CH2:10]2)=[N:6][CH:7]=1.Cl.Cl[CH2:19][CH2:20][N:21]1[CH2:25][CH2:24][CH2:23][CH2:22]1.[H-].[Na+].[Na+].[I-], predict the reaction product. The product is: [Br:1][C:2]1[CH:7]=[N:6][C:5]([N:8]([CH3:16])[C@H:9]2[CH2:10][CH2:11][C@H:12]([O:15][CH2:19][CH2:20][N:21]3[CH2:25][CH2:24][CH2:23][CH2:22]3)[CH2:13][CH2:14]2)=[N:4][CH:3]=1.